From a dataset of Full USPTO retrosynthesis dataset with 1.9M reactions from patents (1976-2016). Predict the reactants needed to synthesize the given product. (1) The reactants are: [Br:1][C:2]1[C:12]([O:13][CH2:14][C:15]([N:17]([CH2:21][CH2:22][CH3:23])[CH2:18][CH2:19][CH3:20])=[O:16])=[C:11]([Br:24])[CH:10]=[CH:9][C:3]=1[C:4]([O:6]CC)=[O:5].[OH-].[Na+].Cl. Given the product [Br:1][C:2]1[C:12]([O:13][CH2:14][C:15]([N:17]([CH2:21][CH2:22][CH3:23])[CH2:18][CH2:19][CH3:20])=[O:16])=[C:11]([Br:24])[CH:10]=[CH:9][C:3]=1[C:4]([OH:6])=[O:5], predict the reactants needed to synthesize it. (2) Given the product [C:24]([O:28][C:29]([N:31]1[CH2:36][CH:35]2[CH2:37][C@H:32]1[CH2:33][N:34]2[C:10]1[N:15]([CH3:16])[C:14](=[O:17])[CH:13]=[C:12]([C:18]2[CH:23]=[CH:22][N:21]=[CH:20][CH:19]=2)[N:11]=1)=[O:30])([CH3:27])([CH3:25])[CH3:26], predict the reactants needed to synthesize it. The reactants are: C(N(CC)CC)C.Cl.Cl[C:10]1[N:15]([CH3:16])[C:14](=[O:17])[CH:13]=[C:12]([C:18]2[CH:23]=[CH:22][N:21]=[CH:20][CH:19]=2)[N:11]=1.[C:24]([O:28][C:29]([N:31]1[CH2:36][CH:35]2[CH2:37][C@H:32]1[CH2:33][NH:34]2)=[O:30])([CH3:27])([CH3:26])[CH3:25].O. (3) Given the product [CH3:1][O:2][C:3]1[CH:8]=[CH:7][C:6]2[S:9][CH2:10][C:11](=[O:12])[NH:16][C:5]=2[CH:4]=1, predict the reactants needed to synthesize it. The reactants are: [CH3:1][O:2][C:3]1[CH:8]=[CH:7][C:6]([S:9][CH2:10][C:11](OCC)=[O:12])=[C:5]([N+:16]([O-])=O)[CH:4]=1.COC1C=CC2OCC(=O)NC=2C=1. (4) Given the product [F:42][C:8]1([F:7])[O:12][C:11]2[CH:13]=[CH:14][C:15]([C:17]3([C:20]([NH:22][C:23]4[N:24]=[C:25]([C:33]5[CH:34]=[C:35]([CH:39]=[CH:40][CH:41]=5)[C:36]([O:5][CH2:4][CH2:3][N:2]([CH3:6])[CH3:1])=[O:37])[C:26]5[C:31]([CH:32]=4)=[CH:30][CH:29]=[CH:28][CH:27]=5)=[O:21])[CH2:18][CH2:19]3)=[CH:16][C:10]=2[O:9]1, predict the reactants needed to synthesize it. The reactants are: [CH3:1][N:2]([CH3:6])[CH2:3][CH2:4][OH:5].[F:7][C:8]1([F:42])[O:12][C:11]2[CH:13]=[CH:14][C:15]([C:17]3([C:20]([NH:22][C:23]4[N:24]=[C:25]([C:33]5[CH:34]=[C:35]([CH:39]=[CH:40][CH:41]=5)[C:36](Cl)=[O:37])[C:26]5[C:31]([CH:32]=4)=[CH:30][CH:29]=[CH:28][CH:27]=5)=[O:21])[CH2:19][CH2:18]3)=[CH:16][C:10]=2[O:9]1. (5) Given the product [Br:1][C:2]1[CH:3]=[C:4]([N:8]2[C:16]3[C:11](=[CH:12][C:13]([C:17]4[CH:18]=[N:19][N:20]([CH3:22])[CH:21]=4)=[CH:14][CH:15]=3)[C:10]([C:23]([OH:25])=[O:24])=[N:9]2)[CH:5]=[CH:6][CH:7]=1, predict the reactants needed to synthesize it. The reactants are: [Br:1][C:2]1[CH:3]=[C:4]([N:8]2[C:16]3[C:11](=[CH:12][C:13]([C:17]4[CH:18]=[N:19][N:20]([CH3:22])[CH:21]=4)=[CH:14][CH:15]=3)[C:10]([C:23]([O:25]C)=[O:24])=[N:9]2)[CH:5]=[CH:6][CH:7]=1.O.[OH-].[Li+]. (6) The reactants are: [NH:1](C(OCC1C=CC=CC=1)=O)[C@@H:2]([C:24]([O:26][CH2:27][CH3:28])=[O:25])[CH2:3][CH2:4][C:5]([NH:7][C@@H:8]([C:19]([O:21][CH2:22][CH3:23])=[O:20])[CH2:9][C:10]1[C:18]2[C:13](=[CH:14][CH:15]=[CH:16][CH:17]=2)[NH:12][CH:11]=1)=[O:6]. Given the product [NH2:1][C@@H:2]([C:24]([O:26][CH2:27][CH3:28])=[O:25])[CH2:3][CH2:4][C:5]([NH:7][C@@H:8]([C:19]([O:21][CH2:22][CH3:23])=[O:20])[CH2:9][C:10]1[C:18]2[C:13](=[CH:14][CH:15]=[CH:16][CH:17]=2)[NH:12][CH:11]=1)=[O:6], predict the reactants needed to synthesize it. (7) Given the product [ClH:39].[ClH:39].[NH2:7][CH2:8][CH2:9][CH:10]([CH2:29][C:30]1[CH:31]=[CH:32][C:33]([CH3:36])=[CH:34][CH:35]=1)[C:11]([N:12]1[CH2:13][CH2:14][N:15]([C:18]2[C:27]3[C:22](=[CH:23][CH:24]=[CH:25][CH:26]=3)[N:21]=[CH:20][N:19]=2)[CH2:16][CH2:17]1)=[O:28], predict the reactants needed to synthesize it. The reactants are: C(OC(=O)[NH:7][CH2:8][CH2:9][CH:10]([CH2:29][C:30]1[CH:35]=[CH:34][C:33]([CH3:36])=[CH:32][CH:31]=1)[C:11](=[O:28])[N:12]1[CH2:17][CH2:16][N:15]([C:18]2[C:27]3[C:22](=[CH:23][CH:24]=[CH:25][CH:26]=3)[N:21]=[CH:20][N:19]=2)[CH2:14][CH2:13]1)(C)(C)C.C(Cl)[Cl:39].